Dataset: Peptide-MHC class I binding affinity with 185,985 pairs from IEDB/IMGT. Task: Regression. Given a peptide amino acid sequence and an MHC pseudo amino acid sequence, predict their binding affinity value. This is MHC class I binding data. (1) The peptide sequence is CFRKLPINR. The MHC is Patr-A0401 with pseudo-sequence Patr-A0401. The binding affinity (normalized) is 0.744. (2) The peptide sequence is ALSGFCAAV. The MHC is HLA-A02:01 with pseudo-sequence HLA-A02:01. The binding affinity (normalized) is 0.728.